From a dataset of Forward reaction prediction with 1.9M reactions from USPTO patents (1976-2016). Predict the product of the given reaction. The product is: [F:1][C:2]1[CH:3]=[C:4]([C@@H:9]2[CH2:13][O:12][C:11](=[O:14])[N:10]2[C:15]2[CH:20]=[CH:19][N:18]3[N:21]=[CH:22][C:23]([C:24]4[CH:29]=[CH:28][C:27]([C:30]5[N:34]=[CH:33][NH:32][N:31]=5)=[C:26]([F:43])[CH:25]=4)=[C:17]3[N:16]=2)[CH:5]=[CH:6][C:7]=1[F:8]. Given the reactants [F:1][C:2]1[CH:3]=[C:4]([C@@H:9]2[CH2:13][O:12][C:11](=[O:14])[N:10]2[C:15]2[CH:20]=[CH:19][N:18]3[N:21]=[CH:22][C:23]([C:24]4[CH:29]=[CH:28][C:27]([C:30]5[N:34]=[CH:33][N:32](COCC[Si](C)(C)C)[N:31]=5)=[C:26]([F:43])[CH:25]=4)=[C:17]3[N:16]=2)[CH:5]=[CH:6][C:7]=1[F:8].FC1C=C([C@@H]2COC(=O)N2C2C=CN3N=CC(C4C=CC(C5N(COCC[Si](C)(C)C)N=CN=5)=C(F)C=4)=C3N=2)C=CC=1F, predict the reaction product.